This data is from NCI-60 drug combinations with 297,098 pairs across 59 cell lines. The task is: Regression. Given two drug SMILES strings and cell line genomic features, predict the synergy score measuring deviation from expected non-interaction effect. (1) Drug 1: CC12CCC(CC1=CCC3C2CCC4(C3CC=C4C5=CN=CC=C5)C)O. Drug 2: C(CC(=O)O)C(=O)CN.Cl. Cell line: UACC62. Synergy scores: CSS=1.66, Synergy_ZIP=-1.88, Synergy_Bliss=-3.47, Synergy_Loewe=-1.79, Synergy_HSA=-2.24. (2) Drug 1: CCN(CC)CCCC(C)NC1=C2C=C(C=CC2=NC3=C1C=CC(=C3)Cl)OC. Drug 2: C(CN)CNCCSP(=O)(O)O. Cell line: NCI-H226. Synergy scores: CSS=21.2, Synergy_ZIP=-3.26, Synergy_Bliss=-2.13, Synergy_Loewe=-17.6, Synergy_HSA=-3.29. (3) Drug 1: CC12CCC3C(C1CCC2O)C(CC4=C3C=CC(=C4)O)CCCCCCCCCS(=O)CCCC(C(F)(F)F)(F)F. Drug 2: CCCCCOC(=O)NC1=NC(=O)N(C=C1F)C2C(C(C(O2)C)O)O. Cell line: MALME-3M. Synergy scores: CSS=-8.71, Synergy_ZIP=5.35, Synergy_Bliss=0.978, Synergy_Loewe=-8.43, Synergy_HSA=-9.01. (4) Cell line: MCF7. Drug 2: C1=C(C(=O)NC(=O)N1)F. Synergy scores: CSS=34.6, Synergy_ZIP=2.01, Synergy_Bliss=3.42, Synergy_Loewe=4.87, Synergy_HSA=6.34. Drug 1: CN1CCC(CC1)COC2=C(C=C3C(=C2)N=CN=C3NC4=C(C=C(C=C4)Br)F)OC. (5) Drug 1: CC1=C(C=C(C=C1)NC2=NC=CC(=N2)N(C)C3=CC4=NN(C(=C4C=C3)C)C)S(=O)(=O)N.Cl. Drug 2: CS(=O)(=O)CCNCC1=CC=C(O1)C2=CC3=C(C=C2)N=CN=C3NC4=CC(=C(C=C4)OCC5=CC(=CC=C5)F)Cl. Cell line: UACC-257. Synergy scores: CSS=5.81, Synergy_ZIP=1.65, Synergy_Bliss=4.69, Synergy_Loewe=0.154, Synergy_HSA=0.473. (6) Drug 1: CNC(=O)C1=CC=CC=C1SC2=CC3=C(C=C2)C(=NN3)C=CC4=CC=CC=N4. Drug 2: CC=C1C(=O)NC(C(=O)OC2CC(=O)NC(C(=O)NC(CSSCCC=C2)C(=O)N1)C(C)C)C(C)C. Cell line: SK-MEL-28. Synergy scores: CSS=7.12, Synergy_ZIP=-7.57, Synergy_Bliss=-17.6, Synergy_Loewe=-66.5, Synergy_HSA=-19.5. (7) Drug 2: CC1=C(C(=CC=C1)Cl)NC(=O)C2=CN=C(S2)NC3=CC(=NC(=N3)C)N4CCN(CC4)CCO. Drug 1: C1CC(=O)NC(=O)C1N2CC3=C(C2=O)C=CC=C3N. Cell line: OVCAR-8. Synergy scores: CSS=6.57, Synergy_ZIP=-1.59, Synergy_Bliss=-2.12, Synergy_Loewe=-9.91, Synergy_HSA=-3.06. (8) Drug 1: CN(C)N=NC1=C(NC=N1)C(=O)N. Drug 2: CCC1=C2CN3C(=CC4=C(C3=O)COC(=O)C4(CC)O)C2=NC5=C1C=C(C=C5)O. Cell line: SF-539. Synergy scores: CSS=34.3, Synergy_ZIP=-0.926, Synergy_Bliss=1.54, Synergy_Loewe=-34.9, Synergy_HSA=2.56. (9) Drug 1: C1=NNC2=C1C(=O)NC=N2. Drug 2: C1CCC(C(C1)N)N.C(=O)(C(=O)[O-])[O-].[Pt+4]. Cell line: 786-0. Synergy scores: CSS=13.9, Synergy_ZIP=-3.44, Synergy_Bliss=0.349, Synergy_Loewe=-19.2, Synergy_HSA=-1.40.